From a dataset of Catalyst prediction with 721,799 reactions and 888 catalyst types from USPTO. Predict which catalyst facilitates the given reaction. (1) Reactant: FC(F)(F)C(O)=O.[CH2:8]([O:10][C:11](/[CH:13]=[CH:14]/[C:15]1[N:20]=[C:19](/[CH:21]=[CH:22]/[C:23]([OH:25])=O)[CH:18]=[CH:17][CH:16]=1)=[O:12])[CH3:9].C(Cl)CCl.C1C=CC2N(O)N=NC=2C=1.[NH2:40][O:41][CH:42]1[CH2:47][CH2:46][CH2:45][CH2:44][O:43]1. Product: [O:43]1[CH2:44][CH2:45][CH2:46][CH2:47][CH:42]1[O:41][NH:40][C:23](/[CH:22]=[CH:21]/[C:19]1[N:20]=[C:15](/[CH:14]=[CH:13]/[C:11]([O:10][CH2:8][CH3:9])=[O:12])[CH:16]=[CH:17][CH:18]=1)=[O:25]. The catalyst class is: 2. (2) Reactant: C1COCC1.CO.[OH-].[Na+].[Cl:10][C:11]1[C:12]([NH:24][C:25]([C:27]2[C:35]3[C:30](=[CH:31][CH:32]=[C:33]([F:36])[CH:34]=3)[N:29]([CH3:37])[CH:28]=2)=[O:26])=[CH:13][C:14]([F:23])=[C:15]([CH2:17][C:18]([O:20]CC)=[O:19])[CH:16]=1. Product: [Cl:10][C:11]1[C:12]([NH:24][C:25]([C:27]2[C:35]3[C:30](=[CH:31][CH:32]=[C:33]([F:36])[CH:34]=3)[N:29]([CH3:37])[CH:28]=2)=[O:26])=[CH:13][C:14]([F:23])=[C:15]([CH2:17][C:18]([OH:20])=[O:19])[CH:16]=1. The catalyst class is: 33.